Dataset: Catalyst prediction with 721,799 reactions and 888 catalyst types from USPTO. Task: Predict which catalyst facilitates the given reaction. (1) Reactant: [CH2:1]([OH:19])[CH2:2][CH2:3][CH2:4][CH2:5][CH2:6][CH2:7][CH2:8][CH2:9][CH2:10][CH2:11][CH2:12][CH2:13][CH2:14][CH2:15][CH2:16][CH2:17][CH3:18].[Cl:20][CH2:21][C:22](O)=[O:23].S(=O)(=O)(O)O. Product: [Cl:20][CH2:21][C:22]([O:19][CH2:1][CH2:2][CH2:3][CH2:4][CH2:5][CH2:6][CH2:7][CH2:8][CH2:9][CH2:10][CH2:11][CH2:12][CH2:13][CH2:14][CH2:15][CH2:16][CH2:17][CH3:18])=[O:23]. The catalyst class is: 715. (2) Reactant: Cl.[Cl:2][C:3]1[CH:8]=[C:7]([Cl:9])[CH:6]=[CH:5][C:4]=1[S:10]([NH:13][CH2:14][CH2:15][CH2:16][CH2:17][NH:18][C:19](=[O:26])[C@H:20]([CH2:22][CH:23]([CH3:25])[CH3:24])[NH2:21])(=[O:12])=[O:11].[CH3:27][C:28]1[C:32]2=[N:33][CH:34]=[CH:35][CH:36]=[C:31]2[O:30][C:29]=1[C:37](O)=[O:38].C1C=CC2N(O)N=NC=2C=1.CCN=C=NCCCN(C)C.Cl.C(N(CC)CC)C. Product: [Cl:2][C:3]1[CH:8]=[C:7]([Cl:9])[CH:6]=[CH:5][C:4]=1[S:10]([NH:13][CH2:14][CH2:15][CH2:16][CH2:17][NH:18][C:19]([C@@H:20]([NH:21][C:37]([C:29]1[O:30][C:31]2[C:32](=[N:33][CH:34]=[CH:35][CH:36]=2)[C:28]=1[CH3:27])=[O:38])[CH2:22][CH:23]([CH3:24])[CH3:25])=[O:26])(=[O:11])=[O:12]. The catalyst class is: 4. (3) Reactant: C[O:2][C:3](=[O:26])[C@@H:4]([CH2:20][CH2:21][CH2:22][CH2:23][CH2:24][CH3:25])[C@@H:5]([OH:19])[CH2:6][CH2:7][CH2:8][CH2:9][CH2:10][O:11][CH2:12][C:13]1[CH:18]=[CH:17][CH:16]=[CH:15][CH:14]=1.O.[OH-].[Li+].S([O-])(O)(=O)=O.[K+]. Product: [CH2:12]([O:11][CH2:10][CH2:9][CH2:8][CH2:7][CH2:6][C@H:5]([OH:19])[C@H:4]([CH2:20][CH2:21][CH2:22][CH2:23][CH2:24][CH3:25])[C:3]([OH:26])=[O:2])[C:13]1[CH:18]=[CH:17][CH:16]=[CH:15][CH:14]=1. The catalyst class is: 40. (4) Reactant: CN(C)C=O.C(=O)([O-])[O-].[K+].[K+].I[C:13]1[C:18]([O:19][C:20]2[C:29]3[C:24](=[CH:25][C:26]([O:32][CH3:33])=[C:27]([O:30][CH3:31])[CH:28]=3)[N:23]=[CH:22][CH:21]=2)=[CH:17][CH:16]=[C:15]([CH3:34])[N:14]=1.[F:35][C:36]1[CH:37]=[C:38](B(O)O)[CH:39]=[CH:40][CH:41]=1. Product: [F:35][C:36]1[CH:41]=[C:40]([C:13]2[C:18]([O:19][C:20]3[C:29]4[C:24](=[CH:25][C:26]([O:32][CH3:33])=[C:27]([O:30][CH3:31])[CH:28]=4)[N:23]=[CH:22][CH:21]=3)=[CH:17][CH:16]=[C:15]([CH3:34])[N:14]=2)[CH:39]=[CH:38][CH:37]=1. The catalyst class is: 6. (5) Reactant: COC[NH:4][C:5]([C:7]1[S:15][C:14]2[C:9](=[N:10][CH:11]=[CH:12][C:13]=2[Cl:16])[CH:8]=1)=[S:6].Cl.[NH4+].[OH-]. Product: [Cl:16][C:13]1[CH:12]=[CH:11][N:10]=[C:9]2[CH:8]=[C:7]([C:5](=[S:6])[NH2:4])[S:15][C:14]=12. The catalyst class is: 1.